From a dataset of Peptide-MHC class I binding affinity with 185,985 pairs from IEDB/IMGT. Regression. Given a peptide amino acid sequence and an MHC pseudo amino acid sequence, predict their binding affinity value. This is MHC class I binding data. (1) The peptide sequence is AIFASSMTK. The MHC is HLA-A03:01 with pseudo-sequence HLA-A03:01. The binding affinity (normalized) is 0.738. (2) The peptide sequence is FTVRPQVPL. The MHC is HLA-B54:01 with pseudo-sequence HLA-B54:01. The binding affinity (normalized) is 0.184. (3) The MHC is HLA-A02:01 with pseudo-sequence HLA-A02:01. The peptide sequence is RLLKNMKQCT. The binding affinity (normalized) is 0.151. (4) The peptide sequence is SFYYIWKSYV. The MHC is HLA-B45:01 with pseudo-sequence YHTKYREISTNTYESNLYWRYNLYTWAVDAYLSY. The binding affinity (normalized) is 0.349. (5) The binding affinity (normalized) is 0.461. The MHC is HLA-B44:03 with pseudo-sequence HLA-B44:03. The peptide sequence is AEILPDTTYL.